From a dataset of Full USPTO retrosynthesis dataset with 1.9M reactions from patents (1976-2016). Predict the reactants needed to synthesize the given product. (1) Given the product [C:21]([O:20][C:19]([N:18]1[C:15]2[C:9](=[CH:10][C:12]([F:11])=[CH:13][CH:14]=2)[CH2:8][CH2:7][CH2:6]1)=[O:25])([CH3:24])([CH3:22])[CH3:23], predict the reactants needed to synthesize it. The reactants are: C([Li])(C)(C)C.[CH3:6][CH2:7][CH2:8][CH2:9][CH3:10].[F:11][C:12]1C=C[C:15]([NH:18][C:19](=[O:25])[O:20][C:21]([CH3:24])([CH3:23])[CH3:22])=[CH:14][CH:13]=1.ClCCCI. (2) Given the product [Cl:1][C:2]1[CH:3]=[C:4]([C:9]2([C:25]([F:27])([F:26])[F:28])[O:13][N:12]=[C:11]([C:14]3[CH:23]=[CH:22][C:17]([CH2:18][OH:19])=[C:16]([CH3:24])[CH:15]=3)[CH2:10]2)[CH:5]=[C:6]([Cl:8])[CH:7]=1, predict the reactants needed to synthesize it. The reactants are: [Cl:1][C:2]1[CH:3]=[C:4]([C:9]2([C:25]([F:28])([F:27])[F:26])[O:13][N:12]=[C:11]([C:14]3[CH:23]=[CH:22][C:17]([C:18](OC)=[O:19])=[C:16]([CH3:24])[CH:15]=3)[CH2:10]2)[CH:5]=[C:6]([Cl:8])[CH:7]=1.[H-].[Al+3].[Li+].[H-].[H-].[H-].Cl. (3) Given the product [CH:1]1([O:7][C:8]2[C:13]([S:14][C:15]3[CH:16]=[C:17]([CH:18]=[CH:19][CH:20]=3)[NH2:21])=[CH:12][N:11]=[C:10]([N:25]3[CH2:30][CH2:29][N:28]([CH3:31])[CH2:27][CH2:26]3)[N:9]=2)[CH2:6][CH2:5][CH2:4][CH2:3][CH2:2]1, predict the reactants needed to synthesize it. The reactants are: [CH:1]1([O:7][C:8]2[C:13]([S:14][C:15]3[CH:16]=[C:17]([NH:21]C(=O)C)[CH:18]=[CH:19][CH:20]=3)=[CH:12][N:11]=[C:10]([N:25]3[CH2:30][CH2:29][N:28]([CH3:31])[CH2:27][CH2:26]3)[N:9]=2)[CH2:6][CH2:5][CH2:4][CH2:3][CH2:2]1.B(F)(F)F.CO.CCN(CC)CC.